Dataset: M1 muscarinic receptor antagonist screen with 61,756 compounds. Task: Binary Classification. Given a drug SMILES string, predict its activity (active/inactive) in a high-throughput screening assay against a specified biological target. The drug is Clc1c(NC(=O)CN2CCN(CC2)CC(=O)c2ccc(F)cc2)cccc1. The result is 0 (inactive).